This data is from Full USPTO retrosynthesis dataset with 1.9M reactions from patents (1976-2016). The task is: Predict the reactants needed to synthesize the given product. Given the product [OH:14][NH:13][C:11](=[O:12])[C:10]([CH3:25])([S:21]([CH3:24])(=[O:22])=[O:23])[CH2:9][CH2:8][N:5]1[CH:6]=[CH:7][C:2]([C:35]2[CH:36]=[CH:37][C:38]([C:41]3[CH:42]=[CH:43][N:44]=[CH:45][CH:46]=3)=[CH:39][CH:40]=2)=[CH:3][C:4]1=[O:26], predict the reactants needed to synthesize it. The reactants are: I[C:2]1[CH:7]=[CH:6][N:5]([CH2:8][CH2:9][C:10]([CH3:25])([S:21]([CH3:24])(=[O:23])=[O:22])[C:11]([NH:13][O:14]C2CCCCO2)=[O:12])[C:4](=[O:26])[CH:3]=1.CC1(C)C(C)(C)OB([C:35]2[CH:40]=[CH:39][C:38]([C:41]3[CH:46]=[CH:45][N:44]=[CH:43][CH:42]=3)=[CH:37][CH:36]=2)O1.